This data is from NCI-60 drug combinations with 297,098 pairs across 59 cell lines. The task is: Regression. Given two drug SMILES strings and cell line genomic features, predict the synergy score measuring deviation from expected non-interaction effect. (1) Drug 1: CC1=C(C=C(C=C1)C(=O)NC2=CC(=CC(=C2)C(F)(F)F)N3C=C(N=C3)C)NC4=NC=CC(=N4)C5=CN=CC=C5. Drug 2: CC(C)(C#N)C1=CC(=CC(=C1)CN2C=NC=N2)C(C)(C)C#N. Cell line: MALME-3M. Synergy scores: CSS=4.20, Synergy_ZIP=-1.13, Synergy_Bliss=-2.90, Synergy_Loewe=-1.26, Synergy_HSA=-3.69. (2) Drug 1: C1CCN(CC1)CCOC2=CC=C(C=C2)C(=O)C3=C(SC4=C3C=CC(=C4)O)C5=CC=C(C=C5)O. Drug 2: CN(C)N=NC1=C(NC=N1)C(=O)N. Cell line: SNB-75. Synergy scores: CSS=-3.83, Synergy_ZIP=0.313, Synergy_Bliss=-2.98, Synergy_Loewe=-6.36, Synergy_HSA=-5.33. (3) Drug 1: CNC(=O)C1=NC=CC(=C1)OC2=CC=C(C=C2)NC(=O)NC3=CC(=C(C=C3)Cl)C(F)(F)F. Drug 2: CC1=C(C(=O)C2=C(C1=O)N3CC4C(C3(C2COC(=O)N)OC)N4)N. Cell line: SNB-19. Synergy scores: CSS=22.8, Synergy_ZIP=-5.47, Synergy_Bliss=0.722, Synergy_Loewe=-25.2, Synergy_HSA=-0.353. (4) Drug 1: CNC(=O)C1=CC=CC=C1SC2=CC3=C(C=C2)C(=NN3)C=CC4=CC=CC=N4. Drug 2: C1CCC(C(C1)N)N.C(=O)(C(=O)[O-])[O-].[Pt+4]. Cell line: UACC62. Synergy scores: CSS=16.8, Synergy_ZIP=-2.55, Synergy_Bliss=1.97, Synergy_Loewe=0.999, Synergy_HSA=2.55. (5) Drug 1: CN(C)C1=NC(=NC(=N1)N(C)C)N(C)C. Drug 2: C1CNP(=O)(OC1)N(CCCl)CCCl. Cell line: SNB-19. Synergy scores: CSS=-4.62, Synergy_ZIP=1.52, Synergy_Bliss=1.02, Synergy_Loewe=-0.673, Synergy_HSA=-0.802. (6) Drug 1: C1CCN(CC1)CCOC2=CC=C(C=C2)C(=O)C3=C(SC4=C3C=CC(=C4)O)C5=CC=C(C=C5)O. Drug 2: C1=CC=C(C=C1)NC(=O)CCCCCCC(=O)NO. Cell line: NCI-H226. Synergy scores: CSS=3.60, Synergy_ZIP=1.51, Synergy_Bliss=1.76, Synergy_Loewe=-11.6, Synergy_HSA=-3.92.